Dataset: Full USPTO retrosynthesis dataset with 1.9M reactions from patents (1976-2016). Task: Predict the reactants needed to synthesize the given product. Given the product [Cl:1][C:2]1[C:3]([O:30][CH3:31])=[CH:4][C:5]2[O:10][CH:9]([C:11]([N:13]3[CH2:14][CH2:15][C:16]([CH2:21][C:22]4[CH:23]=[CH:24][C:25]([F:28])=[CH:26][CH:27]=4)([C:19]#[N:20])[CH2:17][CH2:18]3)=[O:12])[CH2:8][N:7]([C:34](=[O:35])[C:33]([F:44])([F:43])[F:32])[C:6]=2[CH:29]=1, predict the reactants needed to synthesize it. The reactants are: [Cl:1][C:2]1[C:3]([O:30][CH3:31])=[CH:4][C:5]2[O:10][CH:9]([C:11]([N:13]3[CH2:18][CH2:17][C:16]([CH2:21][C:22]4[CH:27]=[CH:26][C:25]([F:28])=[CH:24][CH:23]=4)([C:19]#[N:20])[CH2:15][CH2:14]3)=[O:12])[CH2:8][NH:7][C:6]=2[CH:29]=1.[F:32][C:33]([F:44])([F:43])[C:34](O[C:34](=[O:35])[C:33]([F:44])([F:43])[F:32])=[O:35].